The task is: Predict the reactants needed to synthesize the given product.. This data is from Full USPTO retrosynthesis dataset with 1.9M reactions from patents (1976-2016). (1) Given the product [CH3:10][N:11]1[CH2:16][CH2:15][C:14]2[NH:7][C:1]3[CH:6]=[CH:5][CH:4]=[CH:3][C:2]=3[C:13]=2[CH2:12]1, predict the reactants needed to synthesize it. The reactants are: [C:1]1([NH:7]N)[CH:6]=[CH:5][CH:4]=[CH:3][CH:2]=1.Cl.[CH3:10][N:11]1[CH2:16][CH2:15][C:14](=O)[CH2:13][CH2:12]1.[OH-].[Na+].[Na+].[Cl-]. (2) Given the product [CH2:24]([O:23][CH:22]([O:26][CH2:27][CH3:28])[C:14]1[CH:13]=[C:12]([CH:21]=[CH:20][C:15]=1[C:16]([O:18][CH3:19])=[O:17])[O:11][CH2:10][C:9]([OH:29])=[O:8])[CH3:25], predict the reactants needed to synthesize it. The reactants are: C([O:8][C:9](=[O:29])[CH2:10][O:11][C:12]1[CH:21]=[CH:20][C:15]([C:16]([O:18][CH3:19])=[O:17])=[C:14]([CH:22]([O:26][CH2:27][CH3:28])[O:23][CH2:24][CH3:25])[CH:13]=1)C1C=CC=CC=1. (3) The reactants are: C[CH2:2][N:3](C(C)C)C(C)C.FC(F)(F)C([O-])=O.[F:17][C:18]([F:26])([F:25])[CH2:19][NH:20][C:21]([NH2+]C)=[O:22].C1CN([P+](ON2N=NC3C=CC=CC2=3)(N2CCCC2)N2CCCC2)CC1.F[P-](F)(F)(F)(F)F.[Cl:60][C:61]1[CH:62]=[C:63]([C:68]2([C:82]([F:85])([F:84])[F:83])[O:72][N:71]=[C:70]([C:73]3[O:77][C:76]([CH3:78])=[C:75]([C:79](O)=[O:80])[CH:74]=3)[CH2:69]2)[CH:64]=[C:65]([Cl:67])[CH:66]=1. Given the product [Cl:60][C:61]1[CH:62]=[C:63]([C:68]2([C:82]([F:85])([F:84])[F:83])[O:72][N:71]=[C:70]([C:73]3[O:77][C:76]([CH3:78])=[C:75]([C:79]([NH:3][CH2:2][C:21](=[O:22])[NH:20][CH2:19][C:18]([F:17])([F:25])[F:26])=[O:80])[CH:74]=3)[CH2:69]2)[CH:64]=[C:65]([Cl:67])[CH:66]=1, predict the reactants needed to synthesize it.